Task: Predict the product of the given reaction.. Dataset: Forward reaction prediction with 1.9M reactions from USPTO patents (1976-2016) Given the reactants [CH2:1]([O:8][CH2:9][CH:10]1[CH2:15][N:14]([S:16]([C:19]2[S:20][CH:21]=[CH:22][CH:23]=2)(=[O:18])=[O:17])[CH2:13][CH2:12][N:11]1[C:24]1[CH:29]=[CH:28][C:27]([C:30]([OH:36])([CH3:35])[C:31]([F:34])([F:33])[F:32])=[CH:26][CH:25]=1)[C:2]1[CH:7]=C[CH:5]=[CH:4][CH:3]=1.[H-].[Na+].Cl.ClCC1C=[N:44]C=CC=1.[NH4+].[Cl-], predict the reaction product. The product is: [F:32][C:31]([F:34])([F:33])[C:30]([C:27]1[CH:28]=[CH:29][C:24]([N:11]2[CH2:12][CH2:13][N:14]([S:16]([C:19]3[S:20][CH:21]=[CH:22][CH:23]=3)(=[O:18])=[O:17])[CH2:15][CH:10]2[CH2:9][O:8][CH2:1][C:2]2[CH:7]=[N:44][CH:5]=[CH:4][CH:3]=2)=[CH:25][CH:26]=1)([OH:36])[CH3:35].